Dataset: Reaction yield outcomes from USPTO patents with 853,638 reactions. Task: Predict the reaction yield, written as a fraction of the theoretical maximum amount of product (1.0 means a 100% yield; for example, 0.34 means a 34% yield). (1) The reactants are [OH:1][C:2]1[C:11]2[C:6](=[N:7][CH:8]=[CH:9][CH:10]=2)[N:5]([C:12]2[CH:17]=[CH:16][CH:15]=[CH:14][CH:13]=2)[C:4](=[O:18])[CH:3]=1.[H-].[Na+].[H][H].[F:23][C:24]([F:37])([F:36])[O:25][C:26]1[CH:31]=[CH:30][C:29]([CH2:32][C:33](Cl)=[O:34])=[CH:28][CH:27]=1.C(=O)([O-])O.[Na+]. The catalyst is CN(C=O)C.O. The product is [OH:1][C:2]1[C:11]2[C:6](=[N:7][CH:8]=[CH:9][CH:10]=2)[N:5]([C:12]2[CH:13]=[CH:14][CH:15]=[CH:16][CH:17]=2)[C:4](=[O:18])[C:3]=1[C:33](=[O:34])[CH2:32][C:29]1[CH:30]=[CH:31][C:26]([O:25][C:24]([F:36])([F:23])[F:37])=[CH:27][CH:28]=1. The yield is 0.230. (2) The reactants are [Cl:1][C:2]1[CH:3]=[C:4]([CH:9]2[C:18]3[C:13](=[CH:14][CH:15]=[CH:16][CH:17]=3)[C:12](=[N:19][CH3:20])[CH2:11][CH2:10]2)[CH:5]=[CH:6][C:7]=1[Cl:8].ClC1C=CC=CC=1C.[H][H]. The catalyst is [Ni].CO. The product is [CH3:20][NH:19][C@@H:12]1[C:13]2[CH:14]=[CH:15][CH:16]=[CH:17][C:18]=2[C@H:9]([C:4]2[CH:5]=[CH:6][C:7]([Cl:8])=[C:2]([Cl:1])[CH:3]=2)[CH2:10][CH2:11]1. The yield is 0.00760. (3) The reactants are [CH3:1][O:2][C:3]1[CH:9]=[CH:8][C:7]([N+:10]([O-:12])=[O:11])=[CH:6][C:4]=1[NH2:5].C(N(CC)CC)C.[C:20](Cl)(=[O:23])[CH2:21][CH3:22]. The catalyst is ClCCl. The product is [CH3:1][O:2][C:3]1[CH:9]=[CH:8][C:7]([N+:10]([O-:12])=[O:11])=[CH:6][C:4]=1[NH:5][C:20](=[O:23])[CH2:21][CH3:22]. The yield is 0.980. (4) The reactants are [CH3:1][N:2]([CH3:20])[C:3]([C:5]1[N:14]([CH:15]2[CH2:19][CH2:18][CH2:17][CH2:16]2)[C:8]2[N:9]=[C:10](Cl)[N:11]=[CH:12][C:7]=2[CH:6]=1)=[O:4].C(OC([N:28]1[CH2:33][CH2:32][CH:31]([N:34]([C:36]([C:38]2[CH:39]=[N:40][C:41]([NH2:44])=[CH:42][CH:43]=2)=[O:37])[CH3:35])[CH2:30][CH2:29]1)=O)(C)(C)C. No catalyst specified. The product is [CH3:1][N:2]([CH3:20])[C:3]([C:5]1[N:14]([CH:15]2[CH2:19][CH2:18][CH2:17][CH2:16]2)[C:8]2[N:9]=[C:10]([NH:44][C:41]3[CH:42]=[CH:43][C:38]([C:36](=[O:37])[N:34]([CH3:35])[CH:31]4[CH2:32][CH2:33][NH:28][CH2:29][CH2:30]4)=[CH:39][N:40]=3)[N:11]=[CH:12][C:7]=2[CH:6]=1)=[O:4]. The yield is 0.160. (5) The catalyst is C(#N)C. The yield is 0.530. The product is [C:24]1([N:25]2[CH:27]=[N:21][N:20]=[C:18]2[C:3]2[C:2](=[O:1])[CH:7]=[CH:6][N:5]([C:8]3[CH:13]=[CH:12][CH:11]=[C:10]([C:14]([F:17])([F:16])[F:15])[CH:9]=3)[N:4]=2)[CH:39]=[CH:40][CH:35]=[CH:36][CH:37]=1. The reactants are [O:1]=[C:2]1[CH:7]=[CH:6][N:5]([C:8]2[CH:13]=[CH:12][CH:11]=[C:10]([C:14]([F:17])([F:16])[F:15])[CH:9]=2)[N:4]=[C:3]1[C:18]([NH:20][NH2:21])=O.CO[CH:24](OC)[N:25]([CH3:27])C.C(O)(=O)C.N[C:35]1[CH:40]=[CH:39]C=[CH:37][CH:36]=1. (6) The reactants are [Br:1][C:2]1[N:11]=[C:10]2[C:5]([C:6](=[O:12])[CH2:7][CH2:8][NH:9]2)=[CH:4][CH:3]=1.[BH4-].[Na+].C(OCC)(=O)C.CCCCCC. The catalyst is CO. The product is [Br:1][C:2]1[N:11]=[C:10]2[C:5]([CH:6]([OH:12])[CH2:7][CH2:8][NH:9]2)=[CH:4][CH:3]=1. The yield is 0.780. (7) The reactants are [NH2:1][C:2]1[CH:9]=[CH:8][CH:7]=[C:6]([F:10])[C:3]=1[CH2:4][NH2:5].[CH2:11](C(CC)(CC)C([O-])([O-])[O-])[CH3:12]. The catalyst is C(O)C. The product is [F:10][C:6]1[CH:7]=[CH:8][CH:9]=[C:2]2[C:3]=1[CH2:4][NH:5][C:11]([CH3:12])=[N:1]2. The yield is 0.570.